From a dataset of NCI-60 drug combinations with 297,098 pairs across 59 cell lines. Regression. Given two drug SMILES strings and cell line genomic features, predict the synergy score measuring deviation from expected non-interaction effect. (1) Drug 1: C1CCC(C1)C(CC#N)N2C=C(C=N2)C3=C4C=CNC4=NC=N3. Drug 2: CN(C)C1=NC(=NC(=N1)N(C)C)N(C)C. Cell line: PC-3. Synergy scores: CSS=-5.53, Synergy_ZIP=1.14, Synergy_Bliss=-2.16, Synergy_Loewe=-4.17, Synergy_HSA=-3.93. (2) Drug 1: C1CC(C1)(C(=O)O)C(=O)O.[NH2-].[NH2-].[Pt+2]. Drug 2: C1CN(P(=O)(OC1)NCCCl)CCCl. Cell line: A498. Synergy scores: CSS=-1.13, Synergy_ZIP=1.28, Synergy_Bliss=-0.149, Synergy_Loewe=-3.22, Synergy_HSA=-2.88. (3) Drug 1: C1=C(C(=O)NC(=O)N1)N(CCCl)CCCl. Drug 2: C(CC(=O)O)C(=O)CN.Cl. Cell line: U251. Synergy scores: CSS=15.9, Synergy_ZIP=-13.7, Synergy_Bliss=-9.21, Synergy_Loewe=-18.6, Synergy_HSA=-8.31. (4) Drug 1: C1=CN(C=N1)CC(O)(P(=O)(O)O)P(=O)(O)O. Drug 2: CC(C)NC(=O)C1=CC=C(C=C1)CNNC.Cl. Cell line: RXF 393. Synergy scores: CSS=-3.13, Synergy_ZIP=1.90, Synergy_Bliss=2.03, Synergy_Loewe=-2.31, Synergy_HSA=-0.716.